This data is from Catalyst prediction with 721,799 reactions and 888 catalyst types from USPTO. The task is: Predict which catalyst facilitates the given reaction. (1) Reactant: [C:1]([O:5][C:6]([NH:8][C:9]1[CH:10]=[N:11][CH:12]=[CH:13][C:14]=1[C@H:15]1[CH2:20][C@@H:19]([NH:21][C:22](=[O:28])[O:23][C:24]([CH3:27])([CH3:26])[CH3:25])[C@@H:18]([N:29]=[N+]=[N-])[C@@H:17]([CH3:32])[CH2:16]1)=[O:7])([CH3:4])([CH3:3])[CH3:2]. Product: [C:1]([O:5][C:6]([NH:8][C:9]1[CH:10]=[N:11][CH:12]=[CH:13][C:14]=1[C@H:15]1[CH2:20][C@@H:19]([NH:21][C:22](=[O:28])[O:23][C:24]([CH3:27])([CH3:26])[CH3:25])[C@@H:18]([NH2:29])[C@@H:17]([CH3:32])[CH2:16]1)=[O:7])([CH3:4])([CH3:2])[CH3:3]. The catalyst class is: 29. (2) Reactant: [F:1][C:2]1[CH:7]=[CH:6][C:5]([N:8]2[C:17]3[C:12](=[N:13][CH:14]=[C:15]([CH2:18][C:19]4[CH:24]=[CH:23][C:22]([F:25])=[CH:21][CH:20]=4)[CH:16]=3)[C:11]([OH:26])=[C:10]([C:27]([O:29]CC)=O)[C:9]2=[O:32])=[CH:4][CH:3]=1.[CH3:33][NH2:34]. Product: [F:1][C:2]1[CH:3]=[CH:4][C:5]([N:8]2[C:17]3[C:12](=[N:13][CH:14]=[C:15]([CH2:18][C:19]4[CH:24]=[CH:23][C:22]([F:25])=[CH:21][CH:20]=4)[CH:16]=3)[C:11]([OH:26])=[C:10]([C:27]([NH:34][CH3:33])=[O:29])[C:9]2=[O:32])=[CH:6][CH:7]=1. The catalyst class is: 8. (3) Reactant: Cl[C:2]1[N:3]=[C:4]([NH:11][C:12]2[CH:17]=[CH:16][C:15]([O:18][CH3:19])=[C:14]([O:20][CH3:21])[CH:13]=2)[C:5]2[N:10]=[CH:9][S:8][C:6]=2[N:7]=1.Cl.[CH3:23][O:24][C:25]([CH:27]1[CH2:31][CH2:30][NH:29][CH2:28]1)=[O:26].CC(C1C=C(C(C)C)C(C2C=CC=CC=2P(C2CCCCC2)C2CCCCC2)=C(C(C)C)C=1)C.C([O-])([O-])=O.[Cs+].[Cs+]. Product: [CH3:21][O:20][C:14]1[CH:13]=[C:12]([NH:11][C:4]2[C:5]3[N:10]=[CH:9][S:8][C:6]=3[N:7]=[C:2]([N:29]3[CH2:30][CH2:31][CH:27]([C:25]([O:24][CH3:23])=[O:26])[CH2:28]3)[N:3]=2)[CH:17]=[CH:16][C:15]=1[O:18][CH3:19]. The catalyst class is: 62. (4) Product: [Cl:18][C:13]1[CH:14]=[CH:15][CH:16]=[CH:17][C:12]=1[CH2:11][C:8]1[S:7][C:6]([NH:5][C:3](=[O:4])[CH:2]([N:25]2[CH2:30][CH2:29][O:28][CH2:27][CH2:26]2)[C:19]2[CH:24]=[CH:23][CH:22]=[CH:21][CH:20]=2)=[N:10][CH:9]=1. The catalyst class is: 9. Reactant: Br[CH:2]([C:19]1[CH:24]=[CH:23][CH:22]=[CH:21][CH:20]=1)[C:3]([NH:5][C:6]1[S:7][C:8]([CH2:11][C:12]2[CH:17]=[CH:16][CH:15]=[CH:14][C:13]=2[Cl:18])=[CH:9][N:10]=1)=[O:4].[NH:25]1[CH2:30][CH2:29][O:28][CH2:27][CH2:26]1.